The task is: Predict hERG channel inhibition at various concentrations.. This data is from hERG Central: cardiac toxicity at 1µM, 10µM, and general inhibition. (1) The molecule is CN(CC(O)COC(c1ccccc1)c1ccccc1)C1CCCCC1. Results: hERG_inhib (hERG inhibition (general)): blocker. (2) The drug is O=[N+]([O-])c1ccc(CN2CCOCCOCCOCC2)cc1. Results: hERG_inhib (hERG inhibition (general)): blocker.